This data is from Kir2.1 potassium channel HTS with 301,493 compounds. The task is: Binary Classification. Given a drug SMILES string, predict its activity (active/inactive) in a high-throughput screening assay against a specified biological target. (1) The compound is S=C(N1CCN(CC1)c1ncccc1)Nc1ccc(Oc2ccccc2)cc1. The result is 0 (inactive). (2) The molecule is s1c(N(CCCOC)C(=O)c2c(F)cccc2)nc(c2ccc(OC)cc2)c1. The result is 0 (inactive). (3) The result is 0 (inactive). The drug is s1c(NC(=O)c2ncccc2)ncc1C. (4) The drug is o\1c2c(c(cnc2C)CO)cc(c1=N/c1cc(ccc1)C)C(=O)Nc1c(OC)cc(OC)cc1. The result is 0 (inactive).